This data is from Reaction yield outcomes from USPTO patents with 853,638 reactions. The task is: Predict the reaction yield, written as a fraction of the theoretical maximum amount of product (1.0 means a 100% yield; for example, 0.34 means a 34% yield). The reactants are [F:1][C:2]1[CH:3]=[CH:4][C:5]2[O:10][CH2:9][C:8](=[O:11])[NH:7][C:6]=2[CH:12]=1.Br[CH2:14][C@H:15]([CH3:25])[CH2:16][O:17][Si:18]([C:21]([CH3:24])([CH3:23])[CH3:22])([CH3:20])[CH3:19].C([O-])([O-])=O.[Cs+].[Cs+]. The yield is 0.760. The product is [Si:18]([O:17][CH2:16][C@@H:15]([CH3:25])[CH2:14][N:7]1[C:6]2[CH:12]=[C:2]([F:1])[CH:3]=[CH:4][C:5]=2[O:10][CH2:9][C:8]1=[O:11])([C:21]([CH3:22])([CH3:23])[CH3:24])([CH3:19])[CH3:20]. The catalyst is CCCCCCC.CCOC(C)=O.